From a dataset of Full USPTO retrosynthesis dataset with 1.9M reactions from patents (1976-2016). Predict the reactants needed to synthesize the given product. (1) Given the product [Br:22][C:21]1[CH:20]=[CH:19][C:17]([NH:18][C:2]([NH:46][NH:45][C:43](=[O:44])[CH2:42][C@@H:39]2[CH2:40][CH2:41][N:37]([C:35]([CH:32]3[CH2:34][CH2:33]3)=[O:36])[CH2:38]2)=[O:4])=[CH:16][C:15]=1[O:14][CH3:13], predict the reactants needed to synthesize it. The reactants are: Cl[C:2](Cl)([O:4]C(=O)OC(Cl)(Cl)Cl)Cl.[CH3:13][O:14][C:15]1[CH:16]=[C:17]([CH:19]=[CH:20][C:21]=1[Br:22])[NH2:18].CCN(C(C)C)C(C)C.[CH:32]1([C:35]([N:37]2[CH2:41][CH2:40][C@@H:39]([CH2:42][C:43]([NH:45][NH2:46])=[O:44])[CH2:38]2)=[O:36])[CH2:34][CH2:33]1. (2) Given the product [CH3:60][O:61][C:62](=[O:67])[C@H:63]([OH:66])[CH2:64][NH:65][C:18](=[O:20])[C:17]1[CH:21]=[CH:22][C:14]([CH2:13][N:23]([C:38]2[CH:43]=[CH:77][C:41]([CH:53]3[CH2:54][CH2:55][CH2:70][CH2:68][CH2:69]3)=[CH:40][CH:39]=2)[C:24]([NH:26][C:27]2[CH:32]=[CH:31][C:30]([S:33][C:34]([F:36])([F:35])[F:37])=[CH:29][CH:28]=2)=[O:25])=[CH:15][CH:16]=1, predict the reactants needed to synthesize it. The reactants are: C1(C2C=CC([CH:13]([NH:23][C:24]([NH:26][C:27]3[CH:32]=[CH:31][C:30]([S:33][C:34]([F:37])([F:36])[F:35])=[CH:29][CH:28]=3)=[O:25])[C:14]3[CH:22]=[CH:21][C:17]([C:18]([OH:20])=O)=[CH:16][CH:15]=3)=CC=2)CCCCC1.[CH:38]1[CH:43]=N[C:41]2N(O)N=N[C:40]=2[CH:39]=1.CCN=C=N[CH2:53][CH2:54][CH2:55]N(C)C.Cl.[CH3:60][O:61][C:62](=[O:67])[C@H:63]([OH:66])[CH2:64][NH2:65].[CH:68](N(C(C)C)CC)([CH3:70])[CH3:69].[CH3:77]N(C=O)C. (3) Given the product [NH:1]1[C:5]2[CH:6]=[CH:7][C:8]([N:10]3[CH:20]([C:17]4[CH:18]=[CH:19][C:12]5=[N:11][S:15][N:14]=[C:13]5[CH:16]=4)[C:27]([C:28]4[CH:33]=[CH:32][CH:31]=[C:30]([OH:34])[CH:29]=4)=[C:26]([OH:35])[C:25]3=[O:24])=[CH:9][C:4]=2[N:3]=[CH:2]1, predict the reactants needed to synthesize it. The reactants are: [NH:1]1[C:5]2[CH:6]=[CH:7][C:8]([NH2:10])=[CH:9][C:4]=2[N:3]=[CH:2]1.[N:11]1[S:15][N:14]=[C:13]2[CH:16]=[C:17]([CH:20]=O)[CH:18]=[CH:19][C:12]=12.C([O:24][C:25](=O)[C:26](=[O:35])[CH2:27][C:28]1[CH:33]=[CH:32][CH:31]=[C:30]([OH:34])[CH:29]=1)C. (4) Given the product [CH2:25]([C@@H:24]([N:22]([CH3:23])[C:21](=[O:40])[C@H:9]([NH:7][CH3:6])[CH2:10][C:11]1[CH:20]=[CH:19][C:18]2[C:13](=[CH:14][CH:15]=[CH:16][CH:17]=2)[CH:12]=1)[CH2:32][NH:33][C:34]([NH:36][CH:37]1[CH2:38][CH2:39]1)=[S:35])[C:26]1[CH:31]=[CH:30][CH:29]=[CH:28][CH:27]=1, predict the reactants needed to synthesize it. The reactants are: C(O[C:6](=O)[N:7]([C@@H:9]([C:21](=[O:40])[N:22]([C@@H:24]([CH2:32][NH:33][C:34]([NH:36][CH:37]1[CH2:39][CH2:38]1)=[S:35])[CH2:25][C:26]1[CH:31]=[CH:30][CH:29]=[CH:28][CH:27]=1)[CH3:23])[CH2:10][C:11]1[CH:20]=[CH:19][C:18]2[C:13](=[CH:14][CH:15]=[CH:16][CH:17]=2)[CH:12]=1)C)(C)(C)C.FC(F)(F)C(O)=O. (5) Given the product [CH3:4][C:2]1([O:5][CH2:3]1)[CH3:1].[CH3:3][C:2](=[CH2:1])[CH3:4], predict the reactants needed to synthesize it. The reactants are: [CH3:1][C:2](=[CH2:4])[CH3:3].[O:5]=[O+][O-]. (6) Given the product [F:31][C:30]([F:33])([F:32])[C:28]([O-:34])=[O:29].[C:24]([C:23]#[C:22][C:19]1[CH:20]=[CH:21][C:16]([C:15]([NH:14][CH2:13][CH2:12][S:11][S:10][CH2:9][CH2:8][NH3+:7])=[O:26])=[CH:17][CH:18]=1)#[N:25], predict the reactants needed to synthesize it. The reactants are: C(OC(=O)[NH:7][CH2:8][CH2:9][S:10][S:11][CH2:12][CH2:13][NH:14][C:15](=[O:26])[C:16]1[CH:21]=[CH:20][C:19]([C:22]#[C:23][C:24]#[N:25])=[CH:18][CH:17]=1)(C)(C)C.[C:28]([OH:34])([C:30]([F:33])([F:32])[F:31])=[O:29]. (7) The reactants are: C([O:4][CH2:5][CH2:6][CH2:7][N:8]1[C:12](=[O:13])[NH:11][C:10]([C:14]2[C:22]3[C:17](=[N:18][CH:19]=[CH:20][CH:21]=3)[N:16]([CH2:23][C:24]3[CH:29]=[CH:28][CH:27]=[CH:26][C:25]=3[F:30])[N:15]=2)=[N:9]1)(=O)C.Cl.O. Given the product [F:30][C:25]1[CH:26]=[CH:27][CH:28]=[CH:29][C:24]=1[CH2:23][N:16]1[C:17]2=[N:18][CH:19]=[CH:20][CH:21]=[C:22]2[C:14]([C:10]2[NH:11][C:12](=[O:13])[N:8]([CH2:7][CH2:6][CH2:5][OH:4])[N:9]=2)=[N:15]1, predict the reactants needed to synthesize it. (8) The reactants are: [I-].[CH3:2][S+](C)(C)=O.[H-].[Na+].[CH3:9][O:10][CH2:11][CH2:12][O:13][CH2:14][O:15][C:16]1[CH:21]=[CH:20][C:19](/[CH:22]=[CH:23]/[C:24]([O:26][CH2:27][CH3:28])=[O:25])=[CH:18][CH:17]=1. Given the product [CH3:9][O:10][CH2:11][CH2:12][O:13][CH2:14][O:15][C:16]1[CH:21]=[CH:20][C:19]([C@@H:22]2[CH2:2][C@H:23]2[C:24]([O:26][CH2:27][CH3:28])=[O:25])=[CH:18][CH:17]=1, predict the reactants needed to synthesize it. (9) Given the product [Br:22][C:23]1[CH:24]=[C:25]([F:33])[CH:26]=[C:27]2[C:31]=1[NH:30][C:29](=[O:32])[C:28]2=[CH:20][C:3]1[NH:4][C:5]2[CH2:11][CH2:10][CH2:9][N:8]([CH2:12][CH2:13][N:14]3[CH2:15][CH2:16][CH2:17][CH2:18]3)[C:7](=[O:19])[C:6]=2[C:2]=1[CH3:1], predict the reactants needed to synthesize it. The reactants are: [CH3:1][C:2]1[C:6]2[C:7](=[O:19])[N:8]([CH2:12][CH2:13][N:14]3[CH2:18][CH2:17][CH2:16][CH2:15]3)[CH2:9][CH2:10][CH2:11][C:5]=2[NH:4][C:3]=1[CH:20]=O.[Br:22][C:23]1[CH:24]=[C:25]([F:33])[CH:26]=[C:27]2[C:31]=1[NH:30][C:29](=[O:32])[CH2:28]2.